From a dataset of Forward reaction prediction with 1.9M reactions from USPTO patents (1976-2016). Predict the product of the given reaction. (1) Given the reactants [NH2:1][C:2]1[C:3]2[CH:10]=[CH:9][N:8]([C@@H:11]3[O:17][C@H:16]([CH2:18][O:19][Si:20]([C:23]([CH3:26])([CH3:25])[CH3:24])([CH3:22])[CH3:21])[C@@H:14]([OH:15])[C@@:12]3([CH3:27])[OH:13])[C:4]=2[N:5]=[CH:6][N:7]=1.COC1C=CC([C:36](Cl)([C:43]2[CH:48]=[CH:47][CH:46]=[CH:45][CH:44]=2)[C:37]2[CH:42]=[CH:41][CH:40]=[CH:39][CH:38]=2)=CC=1.[C:50]([O:53][CH2:54][CH3:55])(=O)C, predict the reaction product. The product is: [CH3:50][O:53][C:54]1[CH:55]=[CH:9][C:10]([N:1]([CH:36]([C:37]2[CH:42]=[CH:41][CH:40]=[CH:39][CH:38]=2)[C:43]2[CH:44]=[CH:45][CH:46]=[CH:47][CH:48]=2)[C:2]2[C:3]3[CH:10]=[CH:9][N:8]([C@@H:11]4[O:17][C@H:16]([CH2:18][O:19][Si:20]([C:23]([CH3:26])([CH3:25])[CH3:24])([CH3:21])[CH3:22])[C@@H:14]([OH:15])[C@@:12]4([CH3:27])[OH:13])[C:4]=3[N:5]=[CH:6][N:7]=2)=[CH:3][CH:2]=1. (2) Given the reactants Cl[C:2]1[CH:7]=[C:6]([N:8]2[CH2:13][CH2:12][O:11][CH2:10][CH2:9]2)[N:5]2[N:14]=[C:15]([C:17]3[CH:22]=[CH:21][CH:20]=[CH:19][CH:18]=3)[CH:16]=[C:4]2[N:3]=1.O.[NH2:24][NH2:25].O, predict the reaction product. The product is: [N:8]1([C:6]2[N:5]3[N:14]=[C:15]([C:17]4[CH:22]=[CH:21][CH:20]=[CH:19][CH:18]=4)[CH:16]=[C:4]3[N:3]=[C:2]([NH:24][NH2:25])[CH:7]=2)[CH2:13][CH2:12][O:11][CH2:10][CH2:9]1. (3) Given the reactants [Cl:1][C:2]1[C:3]([O:25][CH2:26][CH2:27][CH2:28][O:29][CH3:30])=[CH:4][C:5]2[CH2:14][CH:13]([CH:15]([CH3:17])[CH3:16])[N:12]3[CH:7]([CH2:8][C:9](=[O:23])[C:10]([C:18]([O:20][CH2:21][CH3:22])=[O:19])=[CH:11]3)[C:6]=2[CH:24]=1.C1(Cl)C(=O)C(Cl)=C(Cl)C(=O)C=1Cl, predict the reaction product. The product is: [Cl:1][C:2]1[C:3]([O:25][CH2:26][CH2:27][CH2:28][O:29][CH3:30])=[CH:4][C:5]2[CH2:14][CH:13]([CH:15]([CH3:16])[CH3:17])[N:12]3[C:7](=[CH:8][C:9](=[O:23])[C:10]([C:18]([O:20][CH2:21][CH3:22])=[O:19])=[CH:11]3)[C:6]=2[CH:24]=1.